Dataset: NCI-60 drug combinations with 297,098 pairs across 59 cell lines. Task: Regression. Given two drug SMILES strings and cell line genomic features, predict the synergy score measuring deviation from expected non-interaction effect. (1) Drug 1: CCC1(CC2CC(C3=C(CCN(C2)C1)C4=CC=CC=C4N3)(C5=C(C=C6C(=C5)C78CCN9C7C(C=CC9)(C(C(C8N6C)(C(=O)OC)O)OC(=O)C)CC)OC)C(=O)OC)O.OS(=O)(=O)O. Drug 2: C1=NC2=C(N1)C(=S)N=CN2. Cell line: OVCAR-4. Synergy scores: CSS=48.3, Synergy_ZIP=0.198, Synergy_Bliss=-0.701, Synergy_Loewe=-1.39, Synergy_HSA=-0.903. (2) Drug 1: CC1C(C(CC(O1)OC2CC(CC3=C2C(=C4C(=C3O)C(=O)C5=C(C4=O)C(=CC=C5)OC)O)(C(=O)C)O)N)O.Cl. Drug 2: N.N.Cl[Pt+2]Cl. Cell line: SK-MEL-2. Synergy scores: CSS=1.88, Synergy_ZIP=-3.06, Synergy_Bliss=1.08, Synergy_Loewe=-19.2, Synergy_HSA=-2.11.